Dataset: Reaction yield outcomes from USPTO patents with 853,638 reactions. Task: Predict the reaction yield, written as a fraction of the theoretical maximum amount of product (1.0 means a 100% yield; for example, 0.34 means a 34% yield). (1) No catalyst specified. The yield is 0.510. The reactants are [NH2:1][C:2]1[CH:3]=[C:4]([CH:7]=[CH:8][C:9]=1[O:10][CH3:11])[C:5]#[N:6].Br.Br[CH:14]([C:16]1[CH:17]=[C:18]([C:33]([N:35]([CH3:37])[CH3:36])=[O:34])[CH:19]=[C:20]2[C:25]=1[O:24][C:23]([N:26]1[CH2:31][CH2:30][O:29][CH2:28][CH2:27]1)=[CH:22][C:21]2=[O:32])[CH3:15]. The product is [C:5]([C:4]1[CH:7]=[CH:8][C:9]([O:10][CH3:11])=[C:2]([NH:1][CH:14]([C:16]2[CH:17]=[C:18]([C:33]([N:35]([CH3:37])[CH3:36])=[O:34])[CH:19]=[C:20]3[C:25]=2[O:24][C:23]([N:26]2[CH2:31][CH2:30][O:29][CH2:28][CH2:27]2)=[CH:22][C:21]3=[O:32])[CH3:15])[CH:3]=1)#[N:6]. (2) The reactants are [C:1]([O:5][C:6]([N:8]1[CH2:13][CH2:12][C:11]2[NH:14][C:15]([I:17])=[N:16][C:10]=2[CH2:9]1)=[O:7])([CH3:4])([CH3:3])[CH3:2].[H-].[Na+].[CH3:20][Si:21]([CH2:24][CH2:25][O:26][CH2:27]Cl)([CH3:23])[CH3:22]. The catalyst is C1COCC1. The product is [C:1]([O:5][C:6]([N:8]1[CH2:13][CH2:12][C:11]2[N:14]([CH2:27][O:26][CH2:25][CH2:24][Si:21]([CH3:23])([CH3:22])[CH3:20])[C:15]([I:17])=[N:16][C:10]=2[CH2:9]1)=[O:7])([CH3:4])([CH3:2])[CH3:3]. The yield is 0.990. (3) The reactants are [Br:1][C:2]1[CH:3]=[CH:4][C:5]([O:10][CH3:11])=[C:6]([CH:9]=1)C=O.ClC1C=C(C=CC=1)C(OO)=[O:17]. The catalyst is C(Cl)Cl. The product is [Br:1][C:2]1[CH:3]=[CH:4][C:5]([O:10][CH3:11])=[C:6]([OH:17])[CH:9]=1. The yield is 0.370. (4) The reactants are [H-].[H-].[H-].[H-].[Li+].[Al+3].[OH:7][C:8]1[CH:19]=[CH:18][CH:17]=[CH:16][C:9]=1[C:10]([NH:12][CH2:13][CH2:14][CH3:15])=O.[CH3:20][C:21]([O:24][C:25](O[C:25]([O:24][C:21]([CH3:23])([CH3:22])[CH3:20])=[O:26])=[O:26])([CH3:23])[CH3:22].C([O-])(O)=O.[Na+]. The catalyst is C1COCC1. The product is [OH:7][C:8]1[CH:19]=[CH:18][CH:17]=[CH:16][C:9]=1[CH2:10][N:12]([CH2:13][CH2:14][CH3:15])[C:25](=[O:26])[O:24][C:21]([CH3:23])([CH3:22])[CH3:20]. The yield is 0.910. (5) The reactants are Cl[C:2]1[N:7]=[C:6]([C:8]2[N:12]3[CH:13]=[CH:14][CH:15]=[CH:16][C:11]3=[N:10][C:9]=2[C:17]2[CH:18]=[CH:19][C:20]([O:34][CH3:35])=[C:21]([CH:33]=2)[C:22]([NH:24][C:25]2[C:30]([F:31])=[CH:29][CH:28]=[CH:27][C:26]=2[F:32])=[O:23])[CH:5]=[CH:4][N:3]=1.[CH2:36]([C:38]1[C:39]([N:47]2[CH2:52][CH2:51][CH:50]([N:53]3[CH2:58][CH2:57][N:56]([S:59]([CH3:62])(=[O:61])=[O:60])[CH2:55][CH2:54]3)[CH2:49][CH2:48]2)=[CH:40][C:41]([O:45][CH3:46])=[C:42]([CH:44]=1)[NH2:43])[CH3:37].Cl.N. The catalyst is C(O)C(F)(F)F.CO. The product is [F:32][C:26]1[CH:27]=[CH:28][CH:29]=[C:30]([F:31])[C:25]=1[NH:24][C:22](=[O:23])[C:21]1[CH:33]=[C:17]([C:9]2[N:10]=[C:11]3[CH:16]=[CH:15][CH:14]=[CH:13][N:12]3[C:8]=2[C:6]2[CH:5]=[CH:4][N:3]=[C:2]([NH:43][C:42]3[CH:44]=[C:38]([CH2:36][CH3:37])[C:39]([N:47]4[CH2:48][CH2:49][CH:50]([N:53]5[CH2:54][CH2:55][N:56]([S:59]([CH3:62])(=[O:61])=[O:60])[CH2:57][CH2:58]5)[CH2:51][CH2:52]4)=[CH:40][C:41]=3[O:45][CH3:46])[N:7]=2)[CH:18]=[CH:19][C:20]=1[O:34][CH3:35]. The yield is 0.670. (6) The reactants are [NH2:1][C:2]1[CH:10]=[CH:9][C:8]([O:11][CH3:12])=[CH:7][C:3]=1[C:4]([OH:6])=[O:5].Cl[C:14](Cl)([O:16]C(=O)OC(Cl)(Cl)Cl)Cl. The catalyst is C1COCC1. The product is [CH3:12][O:11][C:8]1[CH:9]=[CH:10][C:2]2[NH:1][C:14](=[O:16])[O:5][C:4](=[O:6])[C:3]=2[CH:7]=1. The yield is 0.880. (7) The reactants are [CH3:1][O:2][CH2:3][C@H:4]1[N:9]([C:10]([O:12][CH2:13][C:14]2[CH:19]=[CH:18][CH:17]=[CH:16][CH:15]=2)=[O:11])[CH2:8][C@@H:7]([C:20]([O:22]C)=[O:21])[CH2:6][CH2:5]1.O.[OH-].[Li+]. The catalyst is CO.O. The product is [CH2:13]([O:12][C:10]([N:9]1[C@H:4]([CH2:3][O:2][CH3:1])[CH2:5][CH2:6][C@H:7]([C:20]([OH:22])=[O:21])[CH2:8]1)=[O:11])[C:14]1[CH:19]=[CH:18][CH:17]=[CH:16][CH:15]=1. The yield is 0.968.